Dataset: Forward reaction prediction with 1.9M reactions from USPTO patents (1976-2016). Task: Predict the product of the given reaction. (1) Given the reactants Cl[C:2]1[CH:7]=[C:6]([N:8]2[CH2:12][CH2:11][N:10]([C:13]3[CH:14]=[N:15][CH:16]=[CH:17][C:18]=3[CH:19]3[CH2:21][CH2:20]3)[C:9]2=[O:22])[CH:5]=[CH:4][N:3]=1.[CH:23]1(B(O)O)[CH2:25][CH2:24]1.C(=O)([O-])[O-].[K+].[K+], predict the reaction product. The product is: [CH:19]1([C:18]2[CH:17]=[CH:16][N:15]=[CH:14][C:13]=2[N:10]2[CH2:11][CH2:12][N:8]([C:6]3[CH:5]=[CH:4][N:3]=[C:2]([CH:23]4[CH2:25][CH2:24]4)[CH:7]=3)[C:9]2=[O:22])[CH2:21][CH2:20]1. (2) Given the reactants [NH2:1][C:2]1[N:7]=[C:6]([NH:8][CH2:9][CH2:10][CH2:11][N:12]2[CH2:16][CH2:15][CH2:14][C:13]2=[O:17])[CH:5]=[C:4](Cl)[N:3]=1.[O:19]1[C:23]2[C:24](B(O)O)=[CH:25][CH:26]=[CH:27][C:22]=2[CH2:21][CH2:20]1.C(=O)([O-])[O-].[K+].[K+], predict the reaction product. The product is: [NH2:1][C:2]1[N:7]=[C:6]([NH:8][CH2:9][CH2:10][CH2:11][N:12]2[CH2:16][CH2:15][CH2:14][C:13]2=[O:17])[CH:5]=[C:4]([C:24]2[C:23]3[O:19][CH2:20][CH2:21][C:22]=3[CH:27]=[CH:26][CH:25]=2)[N:3]=1.